Dataset: Catalyst prediction with 721,799 reactions and 888 catalyst types from USPTO. Task: Predict which catalyst facilitates the given reaction. (1) Reactant: [OH:1][Li].O.Cl.[NH2:5][C@H:6]1[C@@H:10]([CH3:11])[C@H:9]([CH3:12])[O:8][C:7]1=[O:13]. Product: [OH:8][C@@H:9]([CH3:12])[C@H:10]([CH3:11])[C@@H:6]([C:7]([OH:13])=[O:1])[NH2:5]. The catalyst class is: 278. (2) Reactant: [N+:1]([C:4]1[CH:5]=[C:6]2[C:10](=[CH:11][CH:12]=1)[N:9]([CH2:13][CH2:14][N:15]1[CH2:19][CH2:18][CH2:17][CH2:16]1)[CH:8]=[CH:7]2)([O-])=O. Product: [N:15]1([CH2:14][CH2:13][N:9]2[C:10]3[C:6](=[CH:5][C:4]([NH2:1])=[CH:12][CH:11]=3)[CH:7]=[CH:8]2)[CH2:19][CH2:18][CH2:17][CH2:16]1. The catalyst class is: 29. (3) Reactant: [CH3:1][Si](C=[N+]=[N-])(C)C.CCCCCC.[C:14]([O:18][C:19]([N:21]1[CH2:26][CH2:25][C@@H:24]([CH2:27][CH2:28][C:29]([OH:31])=[O:30])[C@@H:23]([CH:32]=[CH2:33])[CH2:22]1)=[O:20])([CH3:17])([CH3:16])[CH3:15]. Product: [C:14]([O:18][C:19]([N:21]1[CH2:26][CH2:25][C@@H:24]([CH2:27][CH2:28][C:29]([O:31][CH3:1])=[O:30])[C@@H:23]([CH:32]=[CH2:33])[CH2:22]1)=[O:20])([CH3:17])([CH3:16])[CH3:15]. The catalyst class is: 5. (4) Reactant: [F:1][C:2]1[CH:9]=[CH:8][C:7]([C:10]2[C:11]3[CH:18]=[C:17]([C:19]4[CH:24]=[CH:23][C:22]([N:25]5[CH2:30][CH2:29][N:28]([CH:31]6[CH2:34][O:33][CH2:32]6)[CH2:27][CH2:26]5)=[C:21]([O:35][CH3:36])[CH:20]=4)[N:16](COCC[Si](C)(C)C)[C:12]=3[N:13]=[CH:14][N:15]=2)=[CH:6][C:3]=1[C:4]#[N:5].C(O)(C(F)(F)F)=O. Product: [F:1][C:2]1[CH:9]=[CH:8][C:7]([C:10]2[C:11]3[CH:18]=[C:17]([C:19]4[CH:24]=[CH:23][C:22]([N:25]5[CH2:26][CH2:27][N:28]([CH:31]6[CH2:34][O:33][CH2:32]6)[CH2:29][CH2:30]5)=[C:21]([O:35][CH3:36])[CH:20]=4)[NH:16][C:12]=3[N:13]=[CH:14][N:15]=2)=[CH:6][C:3]=1[C:4]#[N:5]. The catalyst class is: 2. (5) Reactant: C(=O)(O)[O-:2].[Na+].Cl.NO.[F:9][C:10]([F:21])([F:20])[CH2:11][C:12]1[CH:17]=[CH:16][N:15]=[C:14]([C:18]#[N:19])[CH:13]=1. Product: [F:21][C:10]([F:9])([F:20])[CH2:11][C:12]1[CH:17]=[CH:16][N:15]=[C:14]([C:18]([NH2:19])=[O:2])[CH:13]=1. The catalyst class is: 8. (6) Reactant: [OH:1][C:2]1[CH:11]=[CH:10][C:9]([N:12]2[CH2:17][CH2:16][O:15][CH2:14][CH2:13]2)=[CH:8][C:3]=1[C:4]([O:6]C)=[O:5].[Li+].[OH-]. Product: [OH:1][C:2]1[CH:11]=[CH:10][C:9]([N:12]2[CH2:13][CH2:14][O:15][CH2:16][CH2:17]2)=[CH:8][C:3]=1[C:4]([OH:6])=[O:5]. The catalyst class is: 24. (7) Reactant: [Br:1][C:2]1[CH:7]=[CH:6][C:5]([CH3:8])=[CH:4][C:3]=1[F:9].[OH-:10].[Na+].[K].[OH2:13]. Product: [Br:1][C:2]1[CH:7]=[CH:6][C:5]([C:8]([OH:13])=[O:10])=[CH:4][C:3]=1[F:9]. The catalyst class is: 17.